Dataset: Peptide-MHC class II binding affinity with 134,281 pairs from IEDB. Task: Regression. Given a peptide amino acid sequence and an MHC pseudo amino acid sequence, predict their binding affinity value. This is MHC class II binding data. (1) The peptide sequence is VDDTQFVRFDSDAASQRME. The MHC is DRB1_1101 with pseudo-sequence DRB1_1101. The binding affinity (normalized) is 0. (2) The peptide sequence is CQFLKVEKSQLLNEF. The MHC is DRB1_0401 with pseudo-sequence DRB1_0401. The binding affinity (normalized) is 0.111. (3) The peptide sequence is KPTGAGPKDNGGACG. The MHC is HLA-DQA10102-DQB10602 with pseudo-sequence HLA-DQA10102-DQB10602. The binding affinity (normalized) is 0. (4) The peptide sequence is GEAQIVDKIDAAFKI. The MHC is DRB1_1101 with pseudo-sequence DRB1_1101. The binding affinity (normalized) is 0.446. (5) The peptide sequence is FRSLFGGMSWITQGLLGA. The MHC is DRB1_0401 with pseudo-sequence DRB1_0401. The binding affinity (normalized) is 0.136. (6) The peptide sequence is AAASVPAADKFKTFE. The MHC is DRB1_0701 with pseudo-sequence DRB1_0701. The binding affinity (normalized) is 0.195. (7) The MHC is DRB1_0405 with pseudo-sequence DRB1_0405. The binding affinity (normalized) is 0.697. The peptide sequence is YDKFLANVSTVLTGV. (8) The peptide sequence is TRKIMKVVNRWLFRH. The MHC is DRB4_0103 with pseudo-sequence DRB4_0103. The binding affinity (normalized) is 0.756. (9) The peptide sequence is VPRRGPRGGPGRSYA. The MHC is HLA-DPA10201-DPB10101 with pseudo-sequence HLA-DPA10201-DPB10101. The binding affinity (normalized) is 0.0429.